This data is from Reaction yield outcomes from USPTO patents with 853,638 reactions. The task is: Predict the reaction yield, written as a fraction of the theoretical maximum amount of product (1.0 means a 100% yield; for example, 0.34 means a 34% yield). (1) The reactants are [F:1][C:2]1[CH:10]=[C:9]2[C:5]([C:6]([C:11]3[CH:12]=[CH:13][C:14]([NH:17][CH3:18])=[N:15][CH:16]=3)=[CH:7][NH:8]2)=[CH:4][CH:3]=1.[CH3:19][S:20](Cl)(=[O:22])=[O:21]. The catalyst is N1C=CC=CC=1. The product is [F:1][C:2]1[CH:10]=[C:9]2[C:5]([C:6]([C:11]3[CH:12]=[CH:13][C:14]([N:17]([CH3:18])[S:20]([CH3:19])(=[O:22])=[O:21])=[N:15][CH:16]=3)=[CH:7][NH:8]2)=[CH:4][CH:3]=1. The yield is 0.480. (2) The reactants are [F:1][C:2]1[CH:3]=[C:4]([CH:7]=[CH:8][CH:9]=1)[CH2:5][NH2:6].CN(C(ON1N=NC2C=CC=NC1=2)=[N+](C)C)C.F[P-](F)(F)(F)(F)F.CCN(CC)CC.[OH:41][C:42]1[C:51]([C:52](O)=[O:53])=[C:50]([CH3:55])[C:49]2[C:44](=[CH:45][C:46]([C:56]([F:59])([F:58])[F:57])=[CH:47][CH:48]=2)[N:43]=1. The catalyst is C1COCC1.CCOC(C)=O. The product is [F:1][C:2]1[CH:3]=[C:4]([CH:7]=[CH:8][CH:9]=1)[CH2:5][NH:6][C:52]([C:51]1[C:42]([OH:41])=[N:43][C:44]2[C:49]([C:50]=1[CH3:55])=[CH:48][CH:47]=[C:46]([C:56]([F:58])([F:59])[F:57])[CH:45]=2)=[O:53]. The yield is 0.710. (3) The reactants are [BH4-].[Na+].[F:3][C:4]1[CH:9]=[CH:8][C:7]([F:10])=[CH:6][C:5]=1[CH:11]=[C:12]([N+:14]([O-])=O)[CH3:13]. The catalyst is C1COCC1. The product is [F:3][C:4]1[CH:9]=[CH:8][C:7]([F:10])=[CH:6][C:5]=1[CH2:11][CH:12]([NH2:14])[CH3:13]. The yield is 0.889.